Dataset: NCI-60 drug combinations with 297,098 pairs across 59 cell lines. Task: Regression. Given two drug SMILES strings and cell line genomic features, predict the synergy score measuring deviation from expected non-interaction effect. (1) Drug 1: CC(C)CN1C=NC2=C1C3=CC=CC=C3N=C2N. Drug 2: CC12CCC3C(C1CCC2OP(=O)(O)O)CCC4=C3C=CC(=C4)OC(=O)N(CCCl)CCCl.[Na+]. Cell line: BT-549. Synergy scores: CSS=-0.994, Synergy_ZIP=-2.14, Synergy_Bliss=2.03, Synergy_Loewe=-2.31, Synergy_HSA=-1.70. (2) Drug 1: C1=CC=C(C=C1)NC(=O)CCCCCCC(=O)NO. Drug 2: C1=CN(C=N1)CC(O)(P(=O)(O)O)P(=O)(O)O. Cell line: U251. Synergy scores: CSS=25.4, Synergy_ZIP=-3.55, Synergy_Bliss=9.79, Synergy_Loewe=1.72, Synergy_HSA=3.27. (3) Drug 1: C1=C(C(=O)NC(=O)N1)F. Drug 2: CCCCCOC(=O)NC1=NC(=O)N(C=C1F)C2C(C(C(O2)C)O)O. Cell line: MALME-3M. Synergy scores: CSS=36.1, Synergy_ZIP=6.80, Synergy_Bliss=6.99, Synergy_Loewe=-4.84, Synergy_HSA=5.59. (4) Drug 1: COC1=NC(=NC2=C1N=CN2C3C(C(C(O3)CO)O)O)N. Synergy scores: CSS=3.56, Synergy_ZIP=6.06, Synergy_Bliss=2.07, Synergy_Loewe=1.35, Synergy_HSA=0.549. Drug 2: C1=NNC2=C1C(=O)NC=N2. Cell line: SNB-75. (5) Cell line: HCT116. Drug 1: C1CN1C2=NC(=NC(=N2)N3CC3)N4CC4. Synergy scores: CSS=71.5, Synergy_ZIP=5.14, Synergy_Bliss=4.74, Synergy_Loewe=4.76, Synergy_HSA=6.99. Drug 2: CC1C(C(CC(O1)OC2CC(CC3=C2C(=C4C(=C3O)C(=O)C5=C(C4=O)C(=CC=C5)OC)O)(C(=O)C)O)N)O.Cl.